Dataset: Catalyst prediction with 721,799 reactions and 888 catalyst types from USPTO. Task: Predict which catalyst facilitates the given reaction. (1) Reactant: [CH3:1][C:2]1[CH:7]=[C:6]([O:8][C:9]([F:12])([F:11])[F:10])[CH:5]=[CH:4][C:3]=1[C:13]1[CH:18]=[CH:17][N:16]([C:19]2[CH:24]=[CH:23][C:22]3[C:25]4[CH2:26][N:27](C(OC(C)(C)C)=O)[CH2:28][CH2:29][C:30]=4[O:31][C:21]=3[CH:20]=2)[C:15](=[O:39])[CH:14]=1.Cl. Product: [CH3:1][C:2]1[CH:7]=[C:6]([O:8][C:9]([F:10])([F:11])[F:12])[CH:5]=[CH:4][C:3]=1[C:13]1[CH:18]=[CH:17][N:16]([C:19]2[CH:24]=[CH:23][C:22]3[C:25]4[CH2:26][NH:27][CH2:28][CH2:29][C:30]=4[O:31][C:21]=3[CH:20]=2)[C:15](=[O:39])[CH:14]=1. The catalyst class is: 275. (2) The catalyst class is: 104. Reactant: Br[C:2]1[CH:7]=[CH:6][N:5]=[N:4][CH:3]=1.[OH:8][CH2:9][C:10]1[CH:15]=[CH:14][C:13](B(O)O)=[CH:12][CH:11]=1.C(=O)([O-])[O-].[K+].[K+].O. Product: [N:5]1[CH:6]=[CH:7][C:2]([C:13]2[CH:14]=[CH:15][C:10]([CH2:9][OH:8])=[CH:11][CH:12]=2)=[CH:3][N:4]=1. (3) Product: [CH3:19][O:20][C:21]1[CH:22]=[C:23]([NH:41][C:44](=[O:52])[O:50][C:47]([CH3:49])([CH3:48])[CH3:46])[CH:27]=[C:28]([O:30][CH2:31][CH2:32][N:33]2[CH2:34][CH2:35][O:36][CH2:37][CH2:38]2)[CH:29]=1. The catalyst class is: 93. Reactant: C1C=CC(P(N=[N+]=[N-])(C2C=CC=CC=2)=O)=CC=1.Cl.[CH3:19][O:20][C:21]1[CH:22]=[C:23]([CH:27]=[C:28]([O:30][CH2:31][CH2:32][N:33]2[CH2:38][CH2:37][O:36][CH2:35][CH2:34]2)[CH:29]=1)C(O)=O.C([N:41]([CH2:44]C)CC)C.[CH3:46][C:47]([OH:50])([CH3:49])[CH3:48].C([O-])(O)=[O:52].[Na+].